Dataset: Experimentally validated miRNA-target interactions with 360,000+ pairs, plus equal number of negative samples. Task: Binary Classification. Given a miRNA mature sequence and a target amino acid sequence, predict their likelihood of interaction. (1) The miRNA is hsa-miR-4315 with sequence CCGCUUUCUGAGCUGGAC. The protein sequence of the target gene is MSVQTYLVAYNVLQILGWSAILVKTVLGLANGLTWPQLYESVEFELKIFQTAAILEVIHAIVGLVRSPVGTTAMQVTSRVVLVWPILHLCSTARFSIGVPLLLVAWSVTEVIRYSFYALSVLKQPIPYFLLYLRYTLFYVLYPMGVSGELLTLFASLNEVDEKKILTLEMPNRLNMGISFWWVLIIAALSYIPGFPQLYFYMIGQRKKILGGGSKKKQ. Result: 0 (no interaction). (2) The miRNA is mmu-miR-339-5p with sequence UCCCUGUCCUCCAGGAGCUCACG. The protein sequence of the target gene is MHPSTPISSLFSFTSPAVKRLLGWKQGDEEEKWAEKAVDSLVKKLKKKKGAMDELERALSCPGQPSKCVTIPRSLDGRLQVSHRKGLPHVIYCRVWRWPDLQSHHELKPLECCEFPFGSKQKEVCINPYHYRRVETPVLPPVLVPRHSEYNPQLSLLAKFRSASLHSEPLMPHNATYPDSFQQSLCPAPPSSPGHVFPQSPCPTSYPHSPGSPSESDSPYQHSDFRPVCYEEPQHWCSVAYYELNNRVGETFQASSRSVLIDGFTDPSNNRNRFCLGLLSNVNRNSTIENTRRHIGKGVH.... Result: 1 (interaction). (3) The miRNA is mmu-miR-467c-3p with sequence AUAUACAUACACACACCUAUAC. The protein sequence of the target gene is MATPLVAGPAALRFAAAASWQVVRGRCVEHFPRVLEFLRSLRAVAPGLVRYRHHERLCMGLKAKVVVELILQGRPWAQVLKALNHHFPESGPIVRDPKATKQDLRKILEAQETFYQQVKQLSEAPVDLASKLQELEQEYGEPFLAAMEKLLFEYLCQLEKALPTPQAQQLQDVLSWMQPGVSITSSLAWRQYGVDMGWLLPECSVTDSVNLAEPMEQNPPQQQRLALHNPLPKAKPGTHLPQGPSSRTHPEPLAGRHFNLAPLGRRRVQSQWASTRGGHKERPTVMLFPFRNLGSPTQVI.... Result: 0 (no interaction). (4) The miRNA is hsa-miR-4436a with sequence GCAGGACAGGCAGAAGUGGAU. The protein sequence of the target gene is MLQHPKVKGPSIALLGFSKGGDLCLSMASFLKGITATVLINACVANTVAPLHYKDMIIPKLVDDLGKVKITKSGFLTFMDTWSNPLEEHNHQSLVPLEKAQVPFLFIVGMDDQSWKSEFYAQIASERLQAHGKERPQIICYPETGHCIDPPYFPPSRASVHAVLGEAIFYGGEPKAHSKAQVDAWQQIQTFFHKHLNGKKSVKHSKI. Result: 0 (no interaction). (5) The miRNA is hsa-miR-1304-3p with sequence UCUCACUGUAGCCUCGAACCCC. The protein sequence of the target gene is MTSSSPAGLEGSDLSSINTMMSAVMSVGKVTENGGSPQGIKSPSKPPGPNRIGRRNQETKEEKSSYNCPLCEKICTTQHQLTMHIRQHNTDTGGADHSCSICGKSLSSASSLDRHMLVHSGERPYKCTVCGQSFTTNGNMHRHMKIHEKDPNSATATAPPSPLKRRRLSSKRKLSHDAESEREDPAPAKKMVEDGQSGDLEKKADEVFHCPVCFKEFVCKYGLETHMETHSDNPLRCDICCVTFRTHRGLLRHNALVHKQLPRDAMGRPFIQNNPSIPAGFHDLGFTDFSCRKFPRISQA.... Result: 1 (interaction). (6) The miRNA is hsa-miR-26b-5p with sequence UUCAAGUAAUUCAGGAUAGGU. The protein sequence of the target gene is MTGKKSSREKRRKRSSQEAAAALAAPDIVPALASGSSGSTSGCGSAGGCGSVSCCGNANFSGSVTGGGSGGSCWGGSSVERSERRKRRSTDSSSVSGSLQQETKYILPTLEKELFLAEHSDLEEGGLDLTVSLKPVSFYISDKKEMLQQCFCIIGEKKLQKMLPDVLKNCSIEEIKKLCQEQLELLSEKKILKILEGDNGMDSDMEEEADDGSKMGSDLVSQQDICIDSASSVRENKQPEGLELKQGKGEDSDVLSINADAYDSDIEGPCNEEAAAPEAPENTVQSEAGQIDDLEKDIEK.... Result: 1 (interaction). (7) The miRNA is mmu-miR-411-3p with sequence UAUGUAACACGGUCCACUAACC. The protein sequence of the target gene is MTVGARLRSKAESSLLRRGPRGRGRTEGDEEAAAILEHLEYADEAEAAAESGTSAADERGPGTRGARRVHFALLPERYEPLEEPAPSEQPRKRYRRKLKKYGKNVGKVIIKGCRYVVIGLQGFAAAYSAPFAVATSVVSFVR. Result: 0 (no interaction). (8) The miRNA is gga-miR-103-3p with sequence AGCAGCAUUGUACAGGGCUAUGA. The protein sequence of the target gene is MAAAAPVAADDDERRRRPGAALEDSRSQEGANGEAESGELSRLRAELAGALAEMETMKAVAEVSESTKAEAVAAVQRQCQEEVASLQAILKDSISSYEAQITALKQERQQQQQDCEEKERELGRLKQLLSRAYPLDSLEKQMEKAHEDSEKLREIVLPMEKEIEELKAKLLRAEELIQEIQRRPRHAPSLHGSTELLPLSRDPSPPLEPLEELSGDGGPAAEAFAHNCDDSASISSFSLGGGVGSSSSLPQSRQGLSPEQEETASLVSTGTLVPEGIYLPPPGYQLVPDTQWEQLQTEGR.... Result: 0 (no interaction). (9) The miRNA is hsa-miR-5581-5p with sequence AGCCUUCCAGGAGAAAUGGAGA. The protein sequence of the target gene is MDGVAEFSEYVSETVDVPSPFDLLEPPTSGGFLKLSKPCCYIFPGGRGDSALFAVNGFNILVDGGSDRKSCFWKLVRHLDRIDSVLLTHIGADNLPGINGLLQRKVAELEEEQSQGSSSYSDWVKNLISPELGVVFFNVPDKLRLPDASRKAKRSIEEACLTLQHLNRLGIQAEPLYRVVSNTIEPLTLFHKMGVGRLDMYVLNPVKDSKEMQFLMQKWAGNSKAKTGIVLANGKEAEISVPYLTSITALVVWLPANPTEKIVRVLFPGNAPQNKILEGLEKLRHLDFLRYPVATQKDLA.... Result: 0 (no interaction).